Dataset: Forward reaction prediction with 1.9M reactions from USPTO patents (1976-2016). Task: Predict the product of the given reaction. Given the reactants [F:1][C:2]([F:9])([F:8])[CH2:3][S:4](Cl)(=[O:6])=[O:5].[CH3:10][O:11][CH:12]([O:29][CH3:30])[C:13]1[CH:17]=[C:16]([C:18]2[CH:19]=[C:20]([C:24]([NH2:27])([CH3:26])[CH3:25])[CH:21]=[CH:22][CH:23]=2)[N:15]([CH3:28])[N:14]=1.CCN(CC)CC, predict the reaction product. The product is: [CH3:30][O:29][CH:12]([O:11][CH3:10])[C:13]1[CH:17]=[C:16]([C:18]2[CH:19]=[C:20]([C:24]([NH:27][S:4]([CH2:3][C:2]([F:9])([F:8])[F:1])(=[O:6])=[O:5])([CH3:26])[CH3:25])[CH:21]=[CH:22][CH:23]=2)[N:15]([CH3:28])[N:14]=1.